Regression. Given two drug SMILES strings and cell line genomic features, predict the synergy score measuring deviation from expected non-interaction effect. From a dataset of NCI-60 drug combinations with 297,098 pairs across 59 cell lines. (1) Drug 1: CC12CCC3C(C1CCC2=O)CC(=C)C4=CC(=O)C=CC34C. Drug 2: C1=NNC2=C1C(=O)NC=N2. Cell line: MDA-MB-231. Synergy scores: CSS=38.4, Synergy_ZIP=2.11, Synergy_Bliss=2.82, Synergy_Loewe=-18.4, Synergy_HSA=0.118. (2) Drug 1: C1C(C(OC1N2C=NC3=C(N=C(N=C32)Cl)N)CO)O. Drug 2: CC1=C(N=C(N=C1N)C(CC(=O)N)NCC(C(=O)N)N)C(=O)NC(C(C2=CN=CN2)OC3C(C(C(C(O3)CO)O)O)OC4C(C(C(C(O4)CO)O)OC(=O)N)O)C(=O)NC(C)C(C(C)C(=O)NC(C(C)O)C(=O)NCCC5=NC(=CS5)C6=NC(=CS6)C(=O)NCCC[S+](C)C)O. Cell line: RXF 393. Synergy scores: CSS=12.5, Synergy_ZIP=-4.62, Synergy_Bliss=-1.73, Synergy_Loewe=-5.43, Synergy_HSA=-1.92. (3) Drug 1: C1CC(C1)(C(=O)O)C(=O)O.[NH2-].[NH2-].[Pt+2]. Drug 2: CC1CCC2CC(C(=CC=CC=CC(CC(C(=O)C(C(C(=CC(C(=O)CC(OC(=O)C3CCCCN3C(=O)C(=O)C1(O2)O)C(C)CC4CCC(C(C4)OC)OCCO)C)C)O)OC)C)C)C)OC. Cell line: UO-31. Synergy scores: CSS=17.8, Synergy_ZIP=-0.404, Synergy_Bliss=3.14, Synergy_Loewe=-37.6, Synergy_HSA=1.89. (4) Drug 1: C1CN(P(=O)(OC1)NCCCl)CCCl. Drug 2: C(CN)CNCCSP(=O)(O)O. Cell line: OVCAR-5. Synergy scores: CSS=5.07, Synergy_ZIP=9.74, Synergy_Bliss=2.26, Synergy_Loewe=6.46, Synergy_HSA=-1.23. (5) Drug 1: CC1=C(C=C(C=C1)NC(=O)C2=CC=C(C=C2)CN3CCN(CC3)C)NC4=NC=CC(=N4)C5=CN=CC=C5. Drug 2: CC1C(C(CC(O1)OC2CC(CC3=C2C(=C4C(=C3O)C(=O)C5=CC=CC=C5C4=O)O)(C(=O)C)O)N)O. Cell line: K-562. Synergy scores: CSS=54.9, Synergy_ZIP=-10.4, Synergy_Bliss=-18.1, Synergy_Loewe=-17.3, Synergy_HSA=-14.6.